From a dataset of Peptide-MHC class I binding affinity with 185,985 pairs from IEDB/IMGT. Regression. Given a peptide amino acid sequence and an MHC pseudo amino acid sequence, predict their binding affinity value. This is MHC class I binding data. The peptide sequence is KQNMRIRSK. The MHC is HLA-B39:01 with pseudo-sequence HLA-B39:01. The binding affinity (normalized) is 0.0847.